This data is from Full USPTO retrosynthesis dataset with 1.9M reactions from patents (1976-2016). The task is: Predict the reactants needed to synthesize the given product. (1) Given the product [Br:1][C:2]1[CH:7]=[CH:6][C:5]([O:8][CH2:10][CH:11]2[CH2:14][CH2:13][CH2:12]2)=[CH:4][CH:3]=1, predict the reactants needed to synthesize it. The reactants are: [Br:1][C:2]1[CH:7]=[CH:6][C:5]([OH:8])=[CH:4][CH:3]=1.Br[CH2:10][CH:11]1[CH2:14][CH2:13][CH2:12]1.C([O-])([O-])=O.[K+].[K+]. (2) Given the product [ClH:28].[CH3:23][N:22]1[C:21]2[CH:24]=[CH:25][CH:26]=[CH:27][C:20]=2[N:19]=[C:18]1[C:14]1[CH:13]=[C:12]([N:9]2[CH2:10][CH2:11][CH:6]([C:4]([OH:5])=[O:3])[CH2:7][CH2:8]2)[CH:17]=[CH:16][CH:15]=1, predict the reactants needed to synthesize it. The reactants are: C([O:3][C:4]([CH:6]1[CH2:11][CH2:10][N:9]([C:12]2[CH:17]=[CH:16][CH:15]=[C:14]([C:18]3[N:22]([CH3:23])[C:21]4[CH:24]=[CH:25][CH:26]=[CH:27][C:20]=4[N:19]=3)[CH:13]=2)[CH2:8][CH2:7]1)=[O:5])C.[ClH:28]. (3) Given the product [N:27]1[CH:26]=[CH:25][C:24]([C:21]2[N:17]3[CH2:18][CH2:19][CH2:20][N:15]([CH:13]([C:10]4[N:11]=[N:12][N:8]([C:4]5[CH:3]=[C:2]([CH:7]=[CH:6][CH:5]=5)[C:30]#[N:31])[N:9]=4)[CH3:14])[C:16]3=[N:23][N:22]=2)=[CH:29][CH:28]=1, predict the reactants needed to synthesize it. The reactants are: I[C:2]1[CH:3]=[C:4]([N:8]2[N:12]=[N:11][C:10]([CH:13]([N:15]3[CH2:20][CH2:19][CH2:18][N:17]4[C:21]([C:24]5[CH:29]=[CH:28][N:27]=[CH:26][CH:25]=5)=[N:22][N:23]=[C:16]34)[CH3:14])=[N:9]2)[CH:5]=[CH:6][CH:7]=1.[CH3:30][N:31](C=O)C.